From a dataset of Forward reaction prediction with 1.9M reactions from USPTO patents (1976-2016). Predict the product of the given reaction. Given the reactants [H-].C([Al+]CC(C)C)C(C)C.C([O:13][C:14](=O)/[C:15](/[F:29])=[CH:16]/[C:17]1[CH:22]=[CH:21][C:20]([C:23]2[N:28]=[CH:27][CH:26]=[CH:25][N:24]=2)=[CH:19][CH:18]=1)C, predict the reaction product. The product is: [F:29]/[C:15](=[CH:16]\[C:17]1[CH:18]=[CH:19][C:20]([C:23]2[N:24]=[CH:25][CH:26]=[CH:27][N:28]=2)=[CH:21][CH:22]=1)/[CH2:14][OH:13].